From a dataset of Reaction yield outcomes from USPTO patents with 853,638 reactions. Predict the reaction yield, written as a fraction of the theoretical maximum amount of product (1.0 means a 100% yield; for example, 0.34 means a 34% yield). (1) The reactants are F[C:2]1[CH:20]=[C:19]([C:21]([F:24])([F:23])[F:22])[CH:18]=[C:17]([C:25]([F:28])([F:27])[F:26])[C:3]=1[C:4]([NH:6][C:7]1[CH:8]=[CH:9][C:10]([C:13]([O:15]C)=[O:14])=[N:11][CH:12]=1)=[O:5].[CH3:29][O:30][C:31]1[CH:36]=[C:35]([O:37][CH3:38])[CH:34]=[CH:33][C:32]=1[OH:39].C([O-])([O-])=O.[K+].[K+].[OH-].[Na+]. The catalyst is CN(C=O)C. The product is [CH3:29][O:30][C:31]1[CH:36]=[C:35]([O:37][CH3:38])[CH:34]=[CH:33][C:32]=1[O:39][C:2]1[CH:20]=[C:19]([C:21]([F:24])([F:23])[F:22])[CH:18]=[C:17]([C:25]([F:27])([F:26])[F:28])[C:3]=1[C:4]([NH:6][C:7]1[CH:8]=[CH:9][C:10]([C:13]([OH:15])=[O:14])=[N:11][CH:12]=1)=[O:5]. The yield is 0.220. (2) The reactants are [NH2:1][C@H:2]1[C:11]2[C:6](=[CH:7][CH:8]=[C:9]([C:12]#[N:13])[CH:10]=2)[N:5]([C:14](=[O:18])[CH:15]([CH3:17])[CH3:16])[C@@H:4]([CH:19]2[CH2:21][CH2:20]2)[C@@H:3]1[CH3:22].C1OCCOCCOCCOCCOCCOC1.[F-].[K+].CCN(C(C)C)C(C)C.Cl[C:53]1[N:58]=[C:57]([CH3:59])[CH:56]=[CH:55][N:54]=1. The catalyst is CS(C)=O.O. The product is [CH:19]1([C@H:4]2[C@H:3]([CH3:22])[C@@H:2]([NH:1][C:53]3[N:58]=[C:57]([CH3:59])[CH:56]=[CH:55][N:54]=3)[C:11]3[C:6](=[CH:7][CH:8]=[C:9]([C:12]#[N:13])[CH:10]=3)[N:5]2[C:14](=[O:18])[CH:15]([CH3:17])[CH3:16])[CH2:21][CH2:20]1. The yield is 0.100. (3) The reactants are [CH2:1]([O:8][C:9]([N:11]1[CH2:16][CH2:15][C:14]([C:20]([O:22][CH3:23])=[O:21])([C:17](O)=[O:18])[CH2:13][CH2:12]1)=[O:10])[C:2]1[CH:7]=[CH:6][CH:5]=[CH:4][CH:3]=1.[CH3:24][O:25][C:26]1[CH:31]=[CH:30][C:29]([C:32](=[O:43])[CH:33]([C:35]2[CH:40]=[CH:39][C:38]([O:41][CH3:42])=[CH:37][CH:36]=2)Br)=[CH:28][CH:27]=1.C(=O)([O-])[O-:45].[Cs+].[Cs+].O. The catalyst is CN(C)C=O. The product is [CH3:24][O:25][C:26]1[CH:31]=[CH:30][C:29]([CH:32]([O:43][C:17]([C:14]2([C:20]([O:22][CH3:23])=[O:21])[CH2:13][CH2:12][N:11]([C:9]([O:8][CH2:1][C:2]3[CH:7]=[CH:6][CH:5]=[CH:4][CH:3]=3)=[O:10])[CH2:16][CH2:15]2)=[O:18])[C:33]([C:35]2[CH:40]=[CH:39][C:38]([O:41][CH3:42])=[CH:37][CH:36]=2)=[O:45])=[CH:28][CH:27]=1. The yield is 0.880.